This data is from Catalyst prediction with 721,799 reactions and 888 catalyst types from USPTO. The task is: Predict which catalyst facilitates the given reaction. Reactant: CO.[Cl:3][C:4]1[CH:5]=[CH:6][C:7]([S:10][CH:11]([C:18]2[CH:23]=[C:22]([F:24])[CH:21]=[CH:20][C:19]=2[F:25])[C:12]2[CH:17]=[CH:16][N:15]=[CH:14][CH:13]=2)=[N:8][CH:9]=1.[OH2:26].[OH:27]OS([O-])=O.[K+]. Product: [Cl:3][C:4]1[CH:5]=[CH:6][C:7]([S:10]([CH:11]([C:18]2[CH:23]=[C:22]([F:24])[CH:21]=[CH:20][C:19]=2[F:25])[C:12]2[CH:13]=[CH:14][N:15]=[CH:16][CH:17]=2)(=[O:27])=[O:26])=[N:8][CH:9]=1. The catalyst class is: 4.